Dataset: Reaction yield outcomes from USPTO patents with 853,638 reactions. Task: Predict the reaction yield, written as a fraction of the theoretical maximum amount of product (1.0 means a 100% yield; for example, 0.34 means a 34% yield). The reactants are [NH2:1][C:2]1[CH:9]=[CH:8][C:7]([I:10])=[CH:6][C:3]=1[C:4]#[N:5].[CH3:11][N:12]([CH:14](OC)OC)[CH3:13]. No catalyst specified. The product is [C:4]([C:3]1[CH:6]=[C:7]([I:10])[CH:8]=[CH:9][C:2]=1[N:1]=[CH:11][N:12]([CH3:14])[CH3:13])#[N:5]. The yield is 1.00.